The task is: Predict the reactants needed to synthesize the given product.. This data is from Full USPTO retrosynthesis dataset with 1.9M reactions from patents (1976-2016). (1) Given the product [CH3:1][S:2][C:8]1[CH:7]=[CH:6][C:5]([Br:4])=[CH:10][C:9]=1[C:11]([F:14])([F:13])[F:12], predict the reactants needed to synthesize it. The reactants are: [CH3:1][S-:2].[Na+].[Br:4][C:5]1[CH:6]=[CH:7][C:8](F)=[C:9]([C:11]([F:14])([F:13])[F:12])[CH:10]=1.O. (2) Given the product [CH3:1][C:2]1[CH:8]=[C:7]([Br:9])[C:6]([Cl:10])=[CH:5][C:3]=1[C:16]#[N:17], predict the reactants needed to synthesize it. The reactants are: [CH3:1][C:2]1[CH:8]=[C:7]([Br:9])[C:6]([Cl:10])=[CH:5][C:3]=1N.N([O-])=O.[Na+].[Cu][C:16]#[N:17].[C-]#N.[Na+]. (3) Given the product [Cl:48][C:45]1[CH:46]=[CH:47][C:42]([C@@H:38]([CH:39]([CH3:41])[CH3:40])[C@H:2]([NH:1][C:60]([O:59][CH3:58])=[O:61])[C:3]([NH:5][C:6]2[CH:7]=[N:8][CH:9]=[C:10]([F:37])[C:11]=2[CH2:12][CH2:13][C@@H:14]2[N:19]([S:20]([C:23]3[CH:28]=[CH:27][CH:26]=[CH:25][CH:24]=3)(=[O:21])=[O:22])[C@@H:18]([CH3:29])[CH2:17][N:16]([C:30]([O:32][C:33]([CH3:35])([CH3:36])[CH3:34])=[O:31])[CH2:15]2)=[O:4])=[CH:43][CH:44]=1, predict the reactants needed to synthesize it. The reactants are: [NH2:1][C@@H:2]([C@@H:38]([C:42]1[CH:47]=[CH:46][C:45]([Cl:48])=[CH:44][CH:43]=1)[CH:39]([CH3:41])[CH3:40])[C:3]([NH:5][C:6]1[CH:7]=[N:8][CH:9]=[C:10]([F:37])[C:11]=1[CH2:12][CH2:13][C@@H:14]1[N:19]([S:20]([C:23]2[CH:28]=[CH:27][CH:26]=[CH:25][CH:24]=2)(=[O:22])=[O:21])[C@@H:18]([CH3:29])[CH2:17][N:16]([C:30]([O:32][C:33]([CH3:36])([CH3:35])[CH3:34])=[O:31])[CH2:15]1)=[O:4].C(N(C(C)C)CC)(C)C.[CH3:58][O:59][C:60](Cl)=[O:61].O. (4) Given the product [Br:1][C:2]1[CH:3]=[C:4]([Cl:20])[CH:5]=[C:6]2[C:11]=1[CH2:10][N:9]([CH3:12])[CH2:8][CH:7]2[C:13]1[CH:18]=[CH:17][CH:16]=[CH:15][C:14]=1[N:19]1[CH2:22][CH2:23][CH2:24][C:25]1=[O:26], predict the reactants needed to synthesize it. The reactants are: [Br:1][C:2]1[CH:3]=[C:4]([Cl:20])[CH:5]=[C:6]2[C:11]=1[CH2:10][N:9]([CH3:12])[CH2:8][CH:7]2[C:13]1[CH:18]=[CH:17][CH:16]=[CH:15][C:14]=1[NH2:19].Cl[CH2:22][CH2:23][CH2:24][C:25](Cl)=[O:26].C(=O)([O-])[O-].[K+].[K+]. (5) Given the product [Br:1][C:2]1[N:3]2[C:10](=[O:11])[NH:9][N:8]=[C:4]2[CH:5]=[CH:6][CH:7]=1, predict the reactants needed to synthesize it. The reactants are: [Br:1][C:2]1[CH:7]=[CH:6][CH:5]=[C:4]([NH:8][NH2:9])[N:3]=1.[C:10](N1C=CN=C1)(N1C=CN=C1)=[O:11].